Dataset: Forward reaction prediction with 1.9M reactions from USPTO patents (1976-2016). Task: Predict the product of the given reaction. (1) The product is: [NH:21]1[CH2:22][CH:19]([CH2:18][NH:17][C:14]([C:9]2[C:7]3[NH:8][C:4]([CH:1]4[CH2:2][CH2:3]4)=[N:5][C:6]=3[C:12]([OH:13])=[CH:11][CH:10]=2)=[O:16])[CH2:20]1. Given the reactants [CH:1]1([C:4]2[NH:8][C:7]3[C:9]([C:14]([OH:16])=O)=[CH:10][CH:11]=[C:12]([OH:13])[C:6]=3[N:5]=2)[CH2:3][CH2:2]1.[NH2:17][CH2:18][CH:19]1[CH2:22][N:21](C(OC(C)(C)C)=O)[CH2:20]1, predict the reaction product. (2) Given the reactants CCN(C(C)C)C(C)C.FC1C(C)=NC2C(N=1)=C([C:21]1[NH:29][C:28]3[CH2:27][CH2:26][NH:25][C:24](=[O:30])[C:23]=3[CH:22]=1)C=CC=2.CC1(N)CCCC1, predict the reaction product. The product is: [NH:29]1[C:28]2[CH2:27][CH2:26][NH:25][C:24](=[O:30])[C:23]=2[CH:22]=[CH:21]1. (3) Given the reactants I[C:2]1[CH:7]=[CH:6][C:5]([S:8](=[O:11])(=[O:10])[NH2:9])=[CH:4][CH:3]=1.C(=O)(O)[O-].[Na+].[CH3:17][N:18](C)C=O, predict the reaction product. The product is: [C:17]([C:2]1[CH:7]=[CH:6][C:5]([S:8](=[O:11])(=[O:10])[NH2:9])=[CH:4][CH:3]=1)#[N:18]. (4) Given the reactants N1C=CC([C:7]2[CH:12]=[CH:11][CH:10]=[CH:9][C:8]=2[CH:13]2[N:19]([CH2:20][C:21]3[CH:26]=[CH:25][CH:24]=[C:23]([C:27]4[S:28][CH:29]=[CH:30][N:31]=4)[CH:22]=3)[C:18](=[O:32])[CH2:17][CH2:16][CH2:15][CH2:14]2)=CC=1.C([Sn](CCCC)(CCCC)[C:38]1[S:42][CH:41]=[N:40][CH:39]=1)CCC.O.CCOC(C)=O, predict the reaction product. The product is: [S:28]1[CH:29]=[CH:30][N:31]=[C:27]1[C:23]1[CH:22]=[C:21]([CH:26]=[CH:25][CH:24]=1)[CH2:20][N:19]1[CH:13]([C:8]2[CH:9]=[CH:10][CH:11]=[CH:12][C:7]=2[C:38]2[S:42][CH:41]=[N:40][CH:39]=2)[CH2:14][CH2:15][CH2:16][CH2:17][C:18]1=[O:32]. (5) Given the reactants [NH:1]1[C:9]2[C:4](=[CH:5][CH:6]=[C:7]([CH2:10][OH:11])[CH:8]=2)[CH:3]=[CH:2]1.[H-].[Na+].[CH3:14][C:15]([Si:18](Cl)([CH3:20])[CH3:19])([CH3:17])[CH3:16], predict the reaction product. The product is: [Si:18]([O:11][CH2:10][C:7]1[CH:8]=[C:9]2[C:4]([CH:3]=[CH:2][NH:1]2)=[CH:5][CH:6]=1)([C:15]([CH3:17])([CH3:16])[CH3:14])([CH3:20])[CH3:19]. (6) Given the reactants [Cl:1][C:2]1[CH:7]=[CH:6][C:5]([S:8]([NH:11][CH:12]2[CH2:17][CH2:16][O:15][CH2:14][CH2:13]2)(=[O:10])=[O:9])=[CH:4][CH:3]=1.[CH3:18][S:19][C:20]1[CH:25]=[CH:24][C:23]([CH2:26]O)=[CH:22][CH:21]=1, predict the reaction product. The product is: [Cl:1][C:2]1[CH:3]=[CH:4][C:5]([S:8]([N:11]([CH2:26][C:23]2[CH:24]=[CH:25][C:20]([S:19][CH3:18])=[CH:21][CH:22]=2)[CH:12]2[CH2:17][CH2:16][O:15][CH2:14][CH2:13]2)(=[O:10])=[O:9])=[CH:6][CH:7]=1.